Dataset: Reaction yield outcomes from USPTO patents with 853,638 reactions. Task: Predict the reaction yield, written as a fraction of the theoretical maximum amount of product (1.0 means a 100% yield; for example, 0.34 means a 34% yield). (1) The reactants are [Br:1][C:2]1[CH:3]=[C:4]([C:14]([O:16]C)=[O:15])[C:5]2[CH:6]=[CH:7][N:8]([CH:11]([CH3:13])[CH3:12])[C:9]=2[CH:10]=1.[OH-].[Na+].Cl. The catalyst is CO.O1CCCC1.O. The product is [Br:1][C:2]1[CH:3]=[C:4]([C:14]([OH:16])=[O:15])[C:5]2[CH:6]=[CH:7][N:8]([CH:11]([CH3:13])[CH3:12])[C:9]=2[CH:10]=1. The yield is 0.990. (2) The reactants are [C:1]([O:4][CH2:5][C:6]1[CH:11]=[C:10]([O:12]C(=O)C)[CH:9]=[C:8]([CH3:16])[C:7]=1[C:17]1[CH:22]=[CH:21][CH:20]=[C:19]([CH:23]=[O:24])[CH:18]=1)(=[O:3])[CH3:2].O1CCCC1.[BH4-].[Na+].C(O)(=O)CC(CC(O)=O)(C(O)=O)O. The catalyst is CO. The product is [C:1]([O:4][CH2:5][C:6]1[CH:11]=[C:10]([OH:12])[CH:9]=[C:8]([CH3:16])[C:7]=1[C:17]1[CH:22]=[CH:21][CH:20]=[C:19]([CH2:23][OH:24])[CH:18]=1)(=[O:3])[CH3:2]. The yield is 0.710. (3) The reactants are [N+:1]([C:4]1[CH:12]=[C:11]2[C:7]([C:8]([C:13]#[N:14])=[CH:9][NH:10]2)=[CH:6][CH:5]=1)([O-])=O. The catalyst is CCO.[Pd]. The product is [NH2:1][C:4]1[CH:12]=[C:11]2[C:7]([C:8]([C:13]#[N:14])=[CH:9][NH:10]2)=[CH:6][CH:5]=1. The yield is 0.990. (4) The reactants are [OH-].[Na+].[CH2:3]([O:10][C:11]1[C:12]2[N:13]=[CH:14][N:15]([C:31]=2[N:32]=[C:33]([NH:35]C(=O)COC2C=CC=CC=2)[N:34]=1)[C@@H:16]1[O:30][C@H:27]([CH2:28][OH:29])[C@@H:18]([O:19][Si:20]([C:23]([CH3:26])([CH3:25])[CH3:24])([CH3:22])[CH3:21])[CH2:17]1)[C:4]1[CH:9]=[CH:8][CH:7]=[CH:6][CH:5]=1.O.Cl. The catalyst is CC#N. The product is [CH2:3]([O:10][C:11]1[C:12]2[N:13]=[CH:14][N:15]([C:31]=2[N:32]=[C:33]([NH2:35])[N:34]=1)[C@@H:16]1[O:30][C@H:27]([CH2:28][OH:29])[C@@H:18]([O:19][Si:20]([C:23]([CH3:24])([CH3:26])[CH3:25])([CH3:22])[CH3:21])[CH2:17]1)[C:4]1[CH:5]=[CH:6][CH:7]=[CH:8][CH:9]=1. The yield is 0.934. (5) The reactants are [CH2:1]([N:8]1[CH2:13][C@@H:12]([CH3:14])[CH2:11][C:10](=[O:15])[CH2:9]1)[C:2]1[CH:7]=[CH:6][CH:5]=[CH:4][CH:3]=1.CCC(C)[BH-](C(C)CC)C(C)CC.[K+]. The catalyst is O1CCCC1.O. The product is [CH2:1]([N:8]1[CH2:13][C@@H:12]([CH3:14])[CH2:11][C@H:10]([OH:15])[CH2:9]1)[C:2]1[CH:3]=[CH:4][CH:5]=[CH:6][CH:7]=1. The yield is 0.430. (6) The reactants are Cl[C:2]1[N:7]=[C:6]([NH2:8])[CH:5]=[CH:4][N:3]=1.[CH:9]([NH:12][C:13](=[O:31])[CH2:14][O:15][C:16]1[CH:21]=[CH:20][CH:19]=[C:18](B2OC(C)(C)C(C)(C)O2)[CH:17]=1)([CH3:11])[CH3:10].[F-].[Cs+]. The catalyst is O1CCOCC1.O.C1C=CC([P]([Pd]([P](C2C=CC=CC=2)(C2C=CC=CC=2)C2C=CC=CC=2)([P](C2C=CC=CC=2)(C2C=CC=CC=2)C2C=CC=CC=2)[P](C2C=CC=CC=2)(C2C=CC=CC=2)C2C=CC=CC=2)(C2C=CC=CC=2)C2C=CC=CC=2)=CC=1. The product is [NH2:8][C:6]1[CH:5]=[CH:4][N:3]=[C:2]([C:18]2[CH:17]=[C:16]([CH:21]=[CH:20][CH:19]=2)[O:15][CH2:14][C:13]([NH:12][CH:9]([CH3:10])[CH3:11])=[O:31])[N:7]=1. The yield is 0.360. (7) The reactants are [CH2:1]([NH:3][C:4]([NH:6][C:7]1[N:15]=[CH:14][N:13]=[C:12]2[C:8]=1[N:9]=[CH:10][N:11]2[CH:16]1[CH:23]2[CH:19]([O:20][CH:21](/[CH:24]=[CH:25]/[C:26]3[CH:31]=[CH:30][CH:29]=[CH:28][CH:27]=3)[O:22]2)[CH:18]([CH2:32]O)[O:17]1)=[O:5])[CH3:2].CC(OI1(OC(C)=O)(OC(C)=O)OC(=O)C2C=CC=CC1=2)=O.[CH3:56][O:57][C:58]([CH:60]=P(C1C=CC=CC=1)(C1C=CC=CC=1)C1C=CC=CC=1)=[O:59]. The catalyst is C(#N)C.C(OCC)(=O)C. The product is [CH3:56][O:57][C:58](=[O:59])/[CH:60]=[CH:32]/[CH:18]1[CH:19]2[CH:23]([O:22][CH:21]([CH:24]=[CH:25][C:26]3[CH:27]=[CH:28][CH:29]=[CH:30][CH:31]=3)[O:20]2)[CH:16]([N:11]2[CH:10]=[N:9][C:8]3[C:12]2=[N:13][CH:14]=[N:15][C:7]=3[NH:6][C:4]([NH:3][CH2:1][CH3:2])=[O:5])[O:17]1. The yield is 0.710.